Dataset: Reaction yield outcomes from USPTO patents with 853,638 reactions. Task: Predict the reaction yield, written as a fraction of the theoretical maximum amount of product (1.0 means a 100% yield; for example, 0.34 means a 34% yield). The reactants are Cl[C:2](Cl)=[CH:3][C:4]([C:6]1[C:7]([Cl:14])=[N:8][C:9]([Cl:13])=[C:10]([F:12])[CH:11]=1)=[O:5].[NH2:16][C:17]1[CH:22]=[CH:21][CH:20]=[CH:19][CH:18]=1. The catalyst is O1CCOCC1. The product is [NH:16]([C:2]([NH:16][C:17]1[CH:22]=[CH:21][CH:20]=[CH:19][CH:18]=1)=[CH:3][C:4]([C:6]1[C:7]([Cl:14])=[N:8][C:9]([Cl:13])=[C:10]([F:12])[CH:11]=1)=[O:5])[C:17]1[CH:22]=[CH:21][CH:20]=[CH:19][CH:18]=1. The yield is 0.490.